This data is from CYP2D6 inhibition data for predicting drug metabolism from PubChem BioAssay. The task is: Regression/Classification. Given a drug SMILES string, predict its absorption, distribution, metabolism, or excretion properties. Task type varies by dataset: regression for continuous measurements (e.g., permeability, clearance, half-life) or binary classification for categorical outcomes (e.g., BBB penetration, CYP inhibition). Dataset: cyp2d6_veith. (1) The molecule is COc1ccccc1CN1CCC2(CC1)CCN(C(C)=O)CC2. The result is 1 (inhibitor). (2) The drug is O=c1n(-c2ccccc2)c(=O)n2n1CC[C@H]1/C(=N\OCc3ccccc3)[C@H]3O[C@@H]3[C@@H](O)[C@@H]12. The result is 0 (non-inhibitor). (3) The compound is C[NH+](C)CCOC(=O)C1(c2ccccc2)CCOCC1.[Cl-]. The result is 0 (non-inhibitor). (4) The result is 0 (non-inhibitor). The drug is COC(=O)c1ccc(NC(C)=O)o1.